Dataset: Full USPTO retrosynthesis dataset with 1.9M reactions from patents (1976-2016). Task: Predict the reactants needed to synthesize the given product. (1) The reactants are: [Br:1][C:2]1[CH:3]=[N:4][C:5]2[N:6]([N:8]=[C:9]([C:11]([OH:13])=O)[CH:10]=2)[CH:7]=1.[CH3:14][C:15]1[C:19]([C:20]2[CH:21]=[CH:22][CH:23]=[C:24]3[C:29]=2[CH:28]([CH3:30])[NH:27][CH2:26][CH2:25]3)=[C:18]([CH3:31])[O:17][N:16]=1. Given the product [Br:1][C:2]1[CH:3]=[N:4][C:5]2[N:6]([N:8]=[C:9]([C:11]([N:27]3[CH2:26][CH2:25][C:24]4[C:29](=[C:20]([C:19]5[C:15]([CH3:14])=[N:16][O:17][C:18]=5[CH3:31])[CH:21]=[CH:22][CH:23]=4)[CH:28]3[CH3:30])=[O:13])[CH:10]=2)[CH:7]=1, predict the reactants needed to synthesize it. (2) Given the product [N:30]([CH2:12][CH:13]1[CH2:17][C:16]2[CH:18]=[CH:19][C:20]([Cl:29])=[C:21]([C:22]3[CH:27]=[CH:26][CH:25]=[CH:24][C:23]=3[Cl:28])[C:15]=2[O:14]1)=[N+:31]=[N-:32], predict the reactants needed to synthesize it. The reactants are: CC1C=CC(S(O[CH2:12][CH:13]2[CH2:17][C:16]3[CH:18]=[CH:19][C:20]([Cl:29])=[C:21]([C:22]4[CH:27]=[CH:26][CH:25]=[CH:24][C:23]=4[Cl:28])[C:15]=3[O:14]2)(=O)=O)=CC=1.[N-:30]=[N+:31]=[N-:32].[Na+]. (3) Given the product [Cl:1][C:2]1[C:7]([C:8]2[CH:9]=[CH:10][CH:11]=[CH:12][CH:13]=2)=[N:6][N:5]=[C:4]2[N:14]([CH:25]3[CH2:26][O:23][CH2:24]3)[N:15]=[C:16]([C:17]3[CH:18]=[CH:19][CH:20]=[CH:21][CH:22]=3)[C:3]=12, predict the reactants needed to synthesize it. The reactants are: [Cl:1][C:2]1[C:7]([C:8]2[CH:13]=[CH:12][CH:11]=[CH:10][CH:9]=2)=[N:6][N:5]=[C:4]2[NH:14][N:15]=[C:16]([C:17]3[CH:22]=[CH:21][CH:20]=[CH:19][CH:18]=3)[C:3]=12.[O:23]1[CH2:26][CH:25](O)[CH2:24]1.C1(P(C2C=CC=CC=2)C2C=CC=CC=2)C=CC=CC=1.N(C(OCC)=O)=NC(OCC)=O. (4) Given the product [Cl:12][C:7]1[CH:6]=[C:5]([C@@H:3]([CH2:4][NH:22][CH3:20])[C@H:2]([C:14]2[CH:19]=[CH:18][CH:17]=[CH:16][CH:15]=2)[OH:13])[CH:10]=[CH:9][C:8]=1[Cl:11], predict the reactants needed to synthesize it. The reactants are: N[C:2]([C:14]1[CH:19]=[CH:18][CH:17]=[CH:16][CH:15]=1)([OH:13])[CH:3]([C:5]1[CH:10]=[CH:9][C:8]([Cl:11])=[C:7]([Cl:12])[CH:6]=1)[CH3:4].[CH2:20]([N:22](CC)CC)C.ClC(OCC)=O. (5) Given the product [CH2:11]([CH:18]1[CH2:19][CH2:20][N:21]([C:24](=[O:28])[C:25]([NH:1][C:2]2[CH:10]=[C:9]3[C:5]([CH:6]=[N:7][NH:8]3)=[CH:4][CH:3]=2)=[O:26])[CH2:22][CH2:23]1)[C:12]1[CH:13]=[CH:14][CH:15]=[CH:16][CH:17]=1, predict the reactants needed to synthesize it. The reactants are: [NH2:1][C:2]1[CH:10]=[C:9]2[C:5]([CH:6]=[N:7][NH:8]2)=[CH:4][CH:3]=1.[CH2:11]([CH:18]1[CH2:23][CH2:22][N:21]([C:24](=[O:28])[C:25](O)=[O:26])[CH2:20][CH2:19]1)[C:12]1[CH:17]=[CH:16][CH:15]=[CH:14][CH:13]=1. (6) Given the product [NH2:18][C:13]1[N:14]=[C:15]([CH3:17])[N:16]=[C:11]([C:10]2[N:5]3[CH:6]=[CH:7][CH:8]=[CH:9][C:4]3=[N:3][C:2]=2[NH:24][C:21]2[CH:22]=[CH:23][NH:19][N:20]=2)[N:12]=1, predict the reactants needed to synthesize it. The reactants are: Cl[C:2]1[N:3]=[C:4]2[CH:9]=[CH:8][CH:7]=[CH:6][N:5]2[C:10]=1[C:11]1[N:16]=[C:15]([CH3:17])[N:14]=[C:13]([NH2:18])[N:12]=1.[NH:19]1[CH:23]=[CH:22][C:21]([NH2:24])=[N:20]1.CC1C=CC(S(O)(=O)=O)=CC=1.O. (7) Given the product [C:1]([CH:3]([CH2:8][CH:9]([CH3:11])[CH3:10])[CH2:4][C:5]([OH:7])=[O:6])#[N:2], predict the reactants needed to synthesize it. The reactants are: [C:1]([C:3](=[CH:8][CH:9]([CH3:11])[CH3:10])[CH2:4][C:5]([OH:7])=[O:6])#[N:2].[H][H]. (8) Given the product [Cl:28][C:22]1[CH:23]=[CH:24][CH:25]=[C:26]([Cl:27])[C:21]=1[CH2:20][C:17]1[O:18][CH:19]=[C:15]([C:13]2[NH:12][C:3]3[CH:4]=[CH:5][C:6]([C:8]([F:11])([F:10])[F:9])=[CH:7][C:2]=3[N:1]=2)[N:16]=1, predict the reactants needed to synthesize it. The reactants are: [NH2:1][C:2]1[CH:7]=[C:6]([C:8]([F:11])([F:10])[F:9])[CH:5]=[CH:4][C:3]=1[NH:12][C:13]([C:15]1[N:16]=[C:17]([CH2:20][C:21]2[C:26]([Cl:27])=[CH:25][CH:24]=[CH:23][C:22]=2[Cl:28])[O:18][CH:19]=1)=O.NC1C=CC(C(F)(F)F)=CC=1NC(C1N=C(CC2C(Cl)=CC=CC=2Cl)OC=1)=O. (9) Given the product [Br:1][C:2]1[CH:7]=[CH:6][C:5]([N:8]([C:16]2[CH:17]=[CH:18][C:19]([C:22]#[N:23])=[CH:20][CH:21]=2)[C:9](=[O:15])[O:10][C:11]([CH3:12])([CH3:13])[CH3:14])=[CH:4][C:3]=1[CH2:24][Br:25], predict the reactants needed to synthesize it. The reactants are: [Br:1][C:2]1[CH:7]=[CH:6][C:5]([N:8]([C:16]2[CH:21]=[CH:20][C:19]([C:22]#[N:23])=[CH:18][CH:17]=2)[C:9](=[O:15])[O:10][C:11]([CH3:14])([CH3:13])[CH3:12])=[CH:4][C:3]=1[CH3:24].[Br:25]N1C(=O)CCC1=O.